From a dataset of Reaction yield outcomes from USPTO patents with 853,638 reactions. Predict the reaction yield, written as a fraction of the theoretical maximum amount of product (1.0 means a 100% yield; for example, 0.34 means a 34% yield). (1) The reactants are [NH2:1][C:2]1[NH:6][CH:5]=[N:4][C:3]=1[C:7]([NH2:9])=[O:8].[CH3:10][C:11]([CH3:16])([CH3:15])[C:12](Cl)=[O:13]. The catalyst is CN(C1C=CN=CC=1)C.N1C=CC=CC=1. The product is [CH3:10][C:11]([CH3:16])([CH3:15])[C:12]([NH:1][C:2]1[NH:6][CH:5]=[N:4][C:3]=1[C:7]([NH2:9])=[O:8])=[O:13]. The yield is 0.540. (2) The reactants are C1(C)C=CC(S(O)(=O)=O)=CC=1.[CH2:12]([N:19]1[CH2:24][CH2:23][CH:22]([CH3:25])[CH:21]([OH:26])[CH2:20]1)[C:13]1[CH:18]=[CH:17][CH:16]=[CH:15][CH:14]=1.C(N(C(C)C)CC)(C)C. The catalyst is ClCCl.CS(C)=O. The product is [CH2:12]([N:19]1[CH2:24][CH2:23][CH:22]([CH3:25])[C:21](=[O:26])[CH2:20]1)[C:13]1[CH:14]=[CH:15][CH:16]=[CH:17][CH:18]=1. The yield is 0.730.